From a dataset of Reaction yield outcomes from USPTO patents with 853,638 reactions. Predict the reaction yield, written as a fraction of the theoretical maximum amount of product (1.0 means a 100% yield; for example, 0.34 means a 34% yield). (1) The reactants are [CH2:1]([C:4]1[CH:13]=[CH:12][C:7]2[N:8]=[C:9](N)[S:10][C:6]=2[CH:5]=1)[CH2:2][CH3:3].C([CH2:16][O:17][C:18]1[C:19]([F:28])=[C:20]([C:25]([NH2:27])=[O:26])[C:21]([F:24])=[CH:22][CH:23]=1)#N. No catalyst specified. The product is [F:28][C:19]1[C:18]([O:17][CH2:16][C:9]2[S:10][C:6]3[CH:5]=[C:4]([CH2:1][CH2:2][CH3:3])[CH:13]=[CH:12][C:7]=3[N:8]=2)=[CH:23][CH:22]=[C:21]([F:24])[C:20]=1[C:25]([NH2:27])=[O:26]. The yield is 0.180. (2) No catalyst specified. The yield is 0.600. The reactants are [F:1][C:2]1[CH:8]=[C:7]([I:9])[CH:6]=[CH:5][C:3]=1[NH2:4].[CH2:10]([C:12]1[CH:17]=[C:16]([F:18])[C:15]([F:19])=[C:14](F)[C:13]=1[N+:21]([O-:23])=[O:22])[CH3:11]. The product is [CH2:10]([C:12]1[C:13]([N+:21]([O-:23])=[O:22])=[C:14]([C:15]([F:19])=[C:16]([F:18])[CH:17]=1)[NH:4][C:3]1[CH:5]=[CH:6][C:7]([I:9])=[CH:8][C:2]=1[F:1])[CH3:11].